From a dataset of Full USPTO retrosynthesis dataset with 1.9M reactions from patents (1976-2016). Predict the reactants needed to synthesize the given product. (1) Given the product [OH:13][CH2:12][C:9]1[CH:10]=[N:11][C:5]2[N:4]3[CH2:16][CH2:17][CH2:18][CH2:19][CH:3]3[C:2](=[O:1])[NH:7][C:6]=2[CH:8]=1, predict the reactants needed to synthesize it. The reactants are: [O:1]=[C:2]1[NH:7][C:6]2[CH:8]=[C:9]([C:12](OC)=[O:13])[CH:10]=[N:11][C:5]=2[N:4]2[CH2:16][CH2:17][CH2:18][CH2:19][CH:3]12.[H-].[Na+].[H-].[Al+3].[Li+].[H-].[H-].[H-].CO. (2) Given the product [Cl:1][C:2]1[CH:7]=[CH:6][CH:5]=[C:4]([F:8])[C:3]=1[C:9]1[NH:30][C:12]2[C:11]([CH:10]=1)=[CH:16][C:15]([C:17]1[N:21]([CH2:22][CH3:23])[N:20]=[C:19]([C:24]3[CH:29]=[N:28][CH:27]=[CH:26][N:25]=3)[N:18]=1)=[CH:14][CH:13]=2, predict the reactants needed to synthesize it. The reactants are: [Cl:1][C:2]1[CH:7]=[CH:6][CH:5]=[C:4]([F:8])[C:3]=1[C:9](=O)[CH2:10][C:11]1[CH:16]=[C:15]([C:17]2[N:21]([CH2:22][CH3:23])[N:20]=[C:19]([C:24]3[CH:29]=[N:28][CH:27]=[CH:26][N:25]=3)[N:18]=2)[CH:14]=[CH:13][C:12]=1[N+:30]([O-])=O. (3) Given the product [C:1]([C:5]1[CH:10]=[CH:9][C:8]([S:11]([NH:15][C:16]2[CH:21]=[CH:20][C:19]([Cl:22])=[CH:18][C:17]=2[C:23]([C:25]2[CH:29]=[CH:28][NH:27][N:26]=2)=[O:24])(=[O:13])=[O:12])=[CH:7][CH:6]=1)([CH3:4])([CH3:3])[CH3:2], predict the reactants needed to synthesize it. The reactants are: [C:1]([C:5]1[CH:10]=[CH:9][C:8]([S:11](Cl)(=[O:13])=[O:12])=[CH:7][CH:6]=1)([CH3:4])([CH3:3])[CH3:2].[NH2:15][C:16]1[CH:21]=[CH:20][C:19]([Cl:22])=[CH:18][C:17]=1[C:23]([C:25]1[CH:29]=[CH:28][NH:27][N:26]=1)=[O:24]. (4) Given the product [CH3:17][C:10]([C:2]1[NH:1][C:9]2[C:4]([CH:3]=1)=[CH:5][C:6]([N+:18]([O-:20])=[O:19])=[CH:7][CH:8]=2)([CH3:16])[C:11]([O:13][CH2:14][CH3:15])=[O:12], predict the reactants needed to synthesize it. The reactants are: [NH:1]1[C:9]2[C:4](=[CH:5][CH:6]=[CH:7][CH:8]=2)[CH:3]=[C:2]1[C:10]([CH3:17])([CH3:16])[C:11]([O:13][CH2:14][CH3:15])=[O:12].[N+:18]([O-])([O-:20])=[O:19].[Na+]. (5) Given the product [Br:7][C:4]1[S:3][C:2]([N:13]2[CH2:12][CH:11]([CH3:15])[NH:10][CH:9]([CH3:8])[CH2:14]2)=[N:6][CH:5]=1, predict the reactants needed to synthesize it. The reactants are: Br[C:2]1[S:3][C:4]([Br:7])=[CH:5][N:6]=1.[CH3:8][CH:9]1[CH2:14][NH:13][CH2:12][CH:11]([CH3:15])[NH:10]1.C(=O)([O-])[O-].[K+].[K+].CN(C)C=O. (6) Given the product [Cl:28][C:29]1[N:34]=[C:33]([NH2:35])[C:32]([C:40]2[CH:41]=[CH:42][CH:43]=[CH:44][C:39]=2[O:38][CH3:37])=[CH:31][CH:30]=1, predict the reactants needed to synthesize it. The reactants are: P([O-])([O-])([O-])=O.[K+].[K+].[K+].C1(P(C2C=CC=CC=2)C2C=CC=CC=2)C=CC=CC=1.[Cl:28][C:29]1[N:34]=[C:33]([NH2:35])[CH:32]=[CH:31][C:30]=1I.[CH3:37][O:38][C:39]1[CH:44]=[CH:43][CH:42]=[CH:41][C:40]=1B(O)O. (7) Given the product [CH2:1]([S:3]([C:6]1[CH:25]=[CH:24][C:9]([O:10][CH2:11][CH2:12][C@H:13]2[CH2:15][C@H:14]2[CH:16]2[CH2:21][CH2:20][N:19]([C:22]3[O:27][N:28]=[C:29]([CH2:30][O:31][CH3:32])[N:23]=3)[CH2:18][CH2:17]2)=[CH:8][C:7]=1[F:26])(=[O:5])=[O:4])[CH3:2], predict the reactants needed to synthesize it. The reactants are: [CH2:1]([S:3]([C:6]1[CH:25]=[CH:24][C:9]([O:10][CH2:11][CH2:12][C@@H:13]2[CH2:15][C@@H:14]2[CH:16]2[CH2:21][CH2:20][N:19]([C:22]#[N:23])[CH2:18][CH2:17]2)=[CH:8][C:7]=1[F:26])(=[O:5])=[O:4])[CH3:2].[OH:27][NH:28][C:29](=N)[CH2:30][O:31][CH3:32]. (8) Given the product [NH2:5][C:6]1[C:15]2[CH:14]=[CH:13][CH:12]=[C:11]([C:16]([NH:18][C:19]3[CH:24]=[C:23]([C:25](=[O:37])[NH:26][C:27]4[CH:28]=[C:29]([CH3:33])[CH:30]=[C:31]([CH3:32])[N:39]=4)[CH:22]=[CH:21][C:20]=3[CH3:38])=[O:17])[C:10]=2[CH:9]=[CH:8][N:7]=1, predict the reactants needed to synthesize it. The reactants are: C([NH:5][C:6]1[C:15]2[CH:14]=[CH:13][CH:12]=[C:11]([C:16]([NH:18][C:19]3[CH:24]=[C:23]([C:25](=[O:37])[NH:26][C:27]4[CH:32]=[CH:31][CH:30]=[C:29]([C:33](F)(F)F)[CH:28]=4)[CH:22]=[CH:21][C:20]=3[CH3:38])=[O:17])[C:10]=2[CH:9]=[CH:8][N:7]=1)(C)(C)C.[NH2:39]C1C=C(C)C=C(C)N=1. (9) Given the product [Cl:1][C:2]1[CH:3]=[CH:4][C:5]([C:8]2[CH:13]=[CH:12][C:11]([C:20]([CH:14]3[CH2:19][CH2:18][CH2:17][CH2:16][CH2:15]3)=[O:21])=[CH:10][CH:9]=2)=[CH:6][CH:7]=1, predict the reactants needed to synthesize it. The reactants are: [Cl:1][C:2]1[CH:7]=[CH:6][C:5]([C:8]2[CH:13]=[CH:12][CH:11]=[CH:10][CH:9]=2)=[CH:4][CH:3]=1.[CH:14]1([C:20](Cl)=[O:21])[CH2:19][CH2:18][CH2:17][CH2:16][CH2:15]1.[N+](C)([O-])=O.[Cl-].[Al+3].[Cl-].[Cl-].